From a dataset of Full USPTO retrosynthesis dataset with 1.9M reactions from patents (1976-2016). Predict the reactants needed to synthesize the given product. (1) Given the product [F:23][C:21]([F:24])([F:22])[S:18]([NH:17][C:13]1[CH:12]=[C:11]([C:10]2[O:25][C:2]([C:3]([O:5][CH2:6][CH3:7])=[O:4])=[N:8][N:9]=2)[CH:16]=[CH:15][CH:14]=1)(=[O:19])=[O:20], predict the reactants needed to synthesize it. The reactants are: O=[C:2]([NH:8][NH:9][C:10](=[O:25])[C:11]1[CH:16]=[CH:15][CH:14]=[C:13]([NH:17][S:18]([C:21]([F:24])([F:23])[F:22])(=[O:20])=[O:19])[CH:12]=1)[C:3]([O:5][CH2:6][CH3:7])=[O:4]. (2) Given the product [F:35][C:2]1([F:1])[O:7][C:6]2[CH:8]=[CH:9][C:10]([NH:12][C:13]([NH:15][C:16]3[CH:32]=[CH:31][C:30]([O:46][C:44]4[CH:43]=[CH:42][N:41]=[C:40]([C:38]([O:37][CH3:36])=[O:39])[CH:45]=4)=[CH:18][CH:17]=3)=[O:14])=[CH:11][C:5]=2[C:4]([F:33])([F:34])[O:3]1, predict the reactants needed to synthesize it. The reactants are: [F:1][C:2]1([F:35])[O:7][C:6]2[CH:8]=[CH:9][C:10]([NH:12][C:13]([NH:15][C:16]3[CH:17]=[C:18]([CH:30]=[CH:31][CH:32]=3)OC3C=CN=C(C(OC)=O)C=3)=[O:14])=[CH:11][C:5]=2[C:4]([F:34])([F:33])[O:3]1.[CH3:36][O:37][C:38]([C:40]1[CH:45]=[C:44]([O:46]C2C=CC=C(N)C=2)[CH:43]=[CH:42][N:41]=1)=[O:39]. (3) Given the product [Br:32][CH2:11][CH2:10][C:3]1[C:4]2[C:9](=[CH:8][CH:7]=[CH:6][CH:5]=2)[NH:1][CH:2]=1, predict the reactants needed to synthesize it. The reactants are: [NH:1]1[C:9]2[C:4](=[CH:5][CH:6]=[CH:7][CH:8]=2)[C:3]([CH2:10][CH2:11]O)=[CH:2]1.C1(P(C2C=CC=CC=2)C2C=CC=CC=2)C=CC=CC=1.[Br:32]C(Br)(Br)Br. (4) The reactants are: Cl[C:2]1[CH:23]=[CH:22][C:5]([C:6]([NH:8][C:9]2[CH:14]=[CH:13][C:12]([Cl:15])=[C:11]([C:16]3[CH:21]=[CH:20][CH:19]=[CH:18][N:17]=3)[CH:10]=2)=[O:7])=[C:4]([CH3:24])[N:3]=1.[NH:25]1[CH2:30][CH2:29][NH:28][CH2:27][C:26]1=[O:31]. Given the product [Cl:15][C:12]1[CH:13]=[CH:14][C:9]([NH:8][C:6](=[O:7])[C:5]2[CH:22]=[CH:23][C:2]([N:28]3[CH2:29][CH2:30][NH:25][C:26](=[O:31])[CH2:27]3)=[N:3][C:4]=2[CH3:24])=[CH:10][C:11]=1[C:16]1[CH:21]=[CH:20][CH:19]=[CH:18][N:17]=1, predict the reactants needed to synthesize it. (5) The reactants are: Cl.C(OC1C([Cl:16])=CC=CC=1C1(OC)CCN(CCC2(O)CCCCC2)CC1)C1C=CC=CC=1.[CH2:34]([O:41][C:42]1[CH:47]=[CH:46][C:45]([CH:48]([C:59]2([OH:65])[CH2:64][CH2:63][CH2:62][CH2:61][CH2:60]2)[C:49]([N:51]2[CH2:56][CH2:55][CH:54]([O:57][CH3:58])[CH2:53][CH2:52]2)=O)=[CH:44][C:43]=1[Cl:66])[C:35]1[CH:40]=[CH:39][CH:38]=[CH:37][CH:36]=1. Given the product [ClH:16].[CH2:34]([O:41][C:42]1[CH:47]=[CH:46][C:45]([CH:48]([C:59]2([OH:65])[CH2:64][CH2:63][CH2:62][CH2:61][CH2:60]2)[CH2:49][N:51]2[CH2:52][CH2:53][CH:54]([O:57][CH3:58])[CH2:55][CH2:56]2)=[CH:44][C:43]=1[Cl:66])[C:35]1[CH:36]=[CH:37][CH:38]=[CH:39][CH:40]=1, predict the reactants needed to synthesize it. (6) Given the product [CH2:1]([O:3][C:4]1[CH:5]=[CH:6][C:7]([C:10](=[O:16])[CH2:11][CH2:12][C:13]([NH:46][C:37]2[S:36][C:35]([C:29]3[CH:34]=[CH:33][CH:32]=[CH:31][CH:30]=3)=[N:39][C:38]=2[C:40]2[CH:41]=[CH:42][CH:43]=[CH:44][CH:45]=2)=[O:15])=[CH:8][CH:9]=1)[CH3:2], predict the reactants needed to synthesize it. The reactants are: [CH2:1]([O:3][C:4]1[CH:9]=[CH:8][C:7]([C:10](=[O:16])[CH2:11][CH2:12][C:13]([OH:15])=O)=[CH:6][CH:5]=1)[CH3:2].ClC1C=C(Cl)C=C(Cl)C=1C(Cl)=O.[C:29]1([C:35]2[S:36][C:37]([NH2:46])=[C:38]([C:40]3[CH:45]=[CH:44][CH:43]=[CH:42][CH:41]=3)[N:39]=2)[CH:34]=[CH:33][CH:32]=[CH:31][CH:30]=1.Cl. (7) Given the product [N:15]1[CH:16]=[CH:17][CH:18]=[CH:19][C:14]=1[C:4]1[CH:12]=[CH:11][CH:10]=[CH:9][C:5]=1[C:6]([OH:8])=[O:7], predict the reactants needed to synthesize it. The reactants are: B([C:4]1[CH:12]=[CH:11][CH:10]=[CH:9][C:5]=1[C:6]([OH:8])=[O:7])(O)O.Br[C:14]1[CH:19]=[CH:18][CH:17]=[CH:16][N:15]=1.C([O-])([O-])=O.[K+].[K+]. (8) Given the product [Cl:12][C:11]1[C:10]2[C:5](=[CH:6][CH:7]=[CH:8][CH:9]=2)[N:4]=[CH:3][C:2]=1[NH:1][C:19]([CH:13]1[CH2:18][CH2:17][CH2:16][CH2:15][CH2:14]1)=[O:20], predict the reactants needed to synthesize it. The reactants are: [NH2:1][C:2]1[CH:3]=[N:4][C:5]2[C:10]([C:11]=1[Cl:12])=[CH:9][CH:8]=[CH:7][CH:6]=2.[CH:13]1([C:19](Cl)=[O:20])[CH2:18][CH2:17][CH2:16][CH2:15][CH2:14]1.ClC(Cl)C. (9) Given the product [CH2:17]([O:24][C:10]1[C:11]([I:12])=[C:6]([C:2]2[O:1][CH:5]=[CH:4][CH:3]=2)[N:7]=[C:8]([NH2:16])[N:9]=1)[C:18]1[CH:23]=[CH:22][CH:21]=[CH:20][CH:19]=1, predict the reactants needed to synthesize it. The reactants are: [O:1]1[CH:5]=[CH:4][CH:3]=[C:2]1[C:6]1[C:11]([I:12])=[C:10](S(C)=O)[N:9]=[C:8]([NH2:16])[N:7]=1.[CH2:17]([OH:24])[C:18]1[CH:23]=[CH:22][CH:21]=[CH:20][CH:19]=1.C1CCN2C(=NCCC2)CC1.